From a dataset of Reaction yield outcomes from USPTO patents with 853,638 reactions. Predict the reaction yield, written as a fraction of the theoretical maximum amount of product (1.0 means a 100% yield; for example, 0.34 means a 34% yield). The reactants are [Br:1][C:2]1[CH:7]=[CH:6][C:5]([N:8]2[C:19]3[C:11](=[CH:12][C:13]4[S:17][CH:16]=[N:15][C:14]=4[C:18]=3[F:20])[N:10]([S:21]([CH:24]3[CH2:26][CH2:25]3)(=[O:23])=[O:22])C2=O)=[C:4]([Cl:28])[CH:3]=1.C[Si](C)(C)[O-].[K+]. The catalyst is C1COCC1. The product is [Br:1][C:2]1[CH:7]=[CH:6][C:5]([NH:8][C:19]2[C:11]([NH:10][S:21]([CH:24]3[CH2:25][CH2:26]3)(=[O:22])=[O:23])=[CH:12][C:13]3[S:17][CH:16]=[N:15][C:14]=3[C:18]=2[F:20])=[C:4]([Cl:28])[CH:3]=1. The yield is 0.633.